Dataset: Reaction yield outcomes from USPTO patents with 853,638 reactions. Task: Predict the reaction yield, written as a fraction of the theoretical maximum amount of product (1.0 means a 100% yield; for example, 0.34 means a 34% yield). (1) The reactants are [F:1][C:2]1[CH:8]=[CH:7][C:5]([NH2:6])=[CH:4][C:3]=1[CH3:9].[C:10](OC(=O)C)(=[O:12])[CH3:11].N. The catalyst is O. The product is [F:1][C:2]1[CH:8]=[CH:7][C:5]([NH:6][C:10](=[O:12])[CH3:11])=[CH:4][C:3]=1[CH3:9]. The yield is 1.00. (2) The product is [CH3:8][O:7][CH:6]([O:9][CH3:10])[C:5]1[CH:4]=[CH:3][N:2]=[CH:1][N:18]=1. The yield is 0.700. The catalyst is O. The reactants are [CH3:1][N:2](C)/[CH:3]=[CH:4]/[C:5](=O)[CH:6]([O:9][CH3:10])[O:7][CH3:8].C(O)(=O)C.C(N)=[NH:18]. (3) The reactants are [CH3:1][O:2][C:3]([C@H:5]1[CH2:8][C@H:7]([O:9]CC2C=CC=CC=2)[CH2:6]1)=[O:4]. The catalyst is CO.[Pd]. The product is [CH3:1][O:2][C:3]([C@H:5]1[CH2:8][C@H:7]([OH:9])[CH2:6]1)=[O:4]. The yield is 0.945.